This data is from Experimentally validated miRNA-target interactions with 360,000+ pairs, plus equal number of negative samples. The task is: Binary Classification. Given a miRNA mature sequence and a target amino acid sequence, predict their likelihood of interaction. (1) The miRNA is hsa-miR-4789-3p with sequence CACACAUAGCAGGUGUAUAUA. The protein sequence of the target gene is MADPAECSIKVMCRFRPLNEAEILRGDKFIPKFKGDETVVIGQGKPYVFDRVLPPNTTQEQVYNACAKQIVKDVLEGYNGTIFAYGQTSSGKTHTMEGKLHDPQLMGIIPRIAHDIFDHIYSMDENLEFHIKVSYFEIYLDKIRDLLDVSKTNLAVHEDKNRVPYVKGCTERFVSSPEEVMDVIDEGKANRHVAVTNMNEHSSRSHSIFLINIKQENVETEKKLSGKLYLVDLAGSEKVSKTGAEGAVLDEAKNINKSLSALGNVISALAEGTKTHVPYRDSKMTRILQDSLGGNCRTTI.... Result: 1 (interaction). (2) The protein sequence of the target gene is MFGLRRNAVIGLNLYCGGASLGAGGGSPAGARLVAEEAKARREGGGEAALLPGARVVARPPPVGAEDPDVTASAERRLHKSPGLLAVPPEEMAASAAAAIVSPEEELDGCEPEAIGKRPAVLPLLERVSEAAKSSGADGSLPSTPPPPEEEEDDLYRQSLEIISRYLREQATGSKDSKPLGEAGAAGRRALETLRRVGDGVQRNHETAFQGMLRKLDIKNEGDVKSFSRVMVHVFKDGVTNWGRIVTLISFGAFVAKHLKSVNQESFIEPLAETITDVLVRTKRDWLVKQRGWDGFVEFF.... The miRNA is mmu-miR-17-5p with sequence CAAAGUGCUUACAGUGCAGGUAG. Result: 1 (interaction). (3) The miRNA is mmu-miR-129-2-3p with sequence AAGCCCUUACCCCAAAAAGCAU. The protein sequence of the target gene is MMFQDSVAFEDVAVSFTQEEWALLDPSQKNLYRDVMQETFKNLTSVGKTWKVQNIEDEYKNPRRNLSLMREKLCESKESHHCGESFNQIADDMLNRKTLPGITPCESSVCGEVGTGHSSLNTHIRADTGHKSSEYQEYGENPYRNKECKKAFSYLDSFQSHDKACTKEKPYDGKECTETFISHSCIQRHRVMHSGDGPYKCKFCGKAFYFLNLCLIHERIHTGVKPYKCKQCGKAFTRSTTLPVHERTHTGVNADECKECGNAFSFPSEIRRHKRSHTGEKPYECKQCGKVFISFSSIQY.... Result: 0 (no interaction). (4) The miRNA is mmu-miR-5627-5p with sequence AGAGGGUGCGCCGGGCCCUGCG. The protein sequence of the target gene is MSTPDPPLGGTPRPGPSPGPGPSPGAMLGPSPGPSPGSAHSMMGPSPGPPSAGHPIPTQGPGGYPQDNMHQMHKPMESMHEKGMSDDPRYNQMKGMGMRSGGHAGMGPPPSPMDQHSQGYPSPLGGSEHASSPVPASGPSSGPQMSSGPGGAPLDGADPQALGQQNRGPTPFNQNQLHQLRAQIMAYKMLARGQPLPDHLQMAVQGKRPMPGMQQQMPTLPPPSVSATGPGPGPGPGPGPGPGPAPPNYSRPHGMGGPNMPPPGPSGVPPGMPGQPPGGPPKPWPEGPMANAAAPTSTPQ.... Result: 0 (no interaction). (5) The miRNA is mmu-miR-694 with sequence CUGAAAAUGUUGCCUGAAG. The protein sequence of the target gene is MVGPTRSKLREGSSDRPQSSCTGQARRRWSAATMEPQQERSAPQERTKWSLLQHFLLGGRKLPSGARNYAARRIQSLNAQNYFQLEEVAKLLLLNRFQFLFTLLDHFREKVQALQMHRFSHRTLFGLAIFVGILHWLHLITLFENDHHFSHLSSLEREMTFRTEMGLYYSYFKTIIEAPSFLEGLWMIMNDRLTEYPLVINTVKRFHLYPEVVIAYWYRTIIGIMNLFGIETKTCWNVTRMEPLNEVQSCEGLGDPACFYIGVIFILNGLMMGLFFIYSTYLSGSQLGGLITVACYFFNH.... Result: 1 (interaction). (6) The miRNA is hsa-miR-5197-5p with sequence CAAUGGCACAAACUCAUUCUUGA. The protein sequence of the target gene is MGNWAVNEGLSIFVILVWLGLNVFLFINYYKVYDDGPKYNYTRKLLGSALALARAPAACLNFNCMLILLPVCRNLLSFLRGSSACCSTRIRRQLDRNLTFHKMVAWMIALHTAIHTIAHLFNVEWCVNARVGISDRYSIALSDIGDNENEEYLNFAREKIKNPEGGLYVAVTRLAGITGIVITLCLILIITSSTKTIRRSYFEVFWYTHHLFVIFFIGLAIHGAERIVRGQTAESLEEHNLDICADKIEEWGKIKECPVPKFAGNPPMTWKWIVGPMFLYLCERLVRFWRSQQKVVITKV.... Result: 0 (no interaction). (7) The miRNA is hsa-miR-125b-5p with sequence UCCCUGAGACCCUAACUUGUGA. The protein sequence of the target gene is MKASSGRCGLVRWLQVLLPFLLSLFPGALPVQIRYSIPEELAKNSVVGNLAKDLGLSVRDLPARKLRVSAEKEYFTVNPESGDLLVSDRIDREQICGKQPLCVLDFDTVAENPLNIFYIAVIVQDINDNTPLFKQTKINLKIGESTKPGTTFPLDPALDSDVGPNSLQRYHLNDNEYFDLAEKQTPDGRKYPELILKHSLDREEHSLHQLVLTAVDGGDPPQSGTTQIRIKVTDANDNPPVFSQDVYRVTLREDVPPGFFVLQVTATDRDEGINAEITYSFHNVDEQVKHFFNLNEKTGE.... Result: 1 (interaction). (8) The miRNA is mmu-miR-17-3p with sequence ACUGCAGUGAGGGCACUUGUAG. The protein sequence of the target gene is MNLLDPFMKMTEEQDKCISDAPSPTMSDDSAGSPCPSGSGSDTENTRPQENTFPKGDPDLKKESDEDKFPVCIREAVSQVLKGYDWTLVPMPVRVNGSSKNKPHVKRPMNAFMVWAQAARRKLADQYPHLHNAELSKTLGKLWRLLNESEKRPFVEEAERLRVQHKKDHPDYKYQPRRRKSVKNGQSEQEEGSEQTHISPNAIFKALQADSPQSSSSISEVHSPGEHSGQSQGPPTPPTTPKTDAQQPGKQDLKREGRPLAEGGRQPPHIDFRDVDIGELSSDVISNIETFDVNEFDQYL.... Result: 0 (no interaction).